This data is from Catalyst prediction with 721,799 reactions and 888 catalyst types from USPTO. The task is: Predict which catalyst facilitates the given reaction. (1) Reactant: [NH2:1][S:2]([C:5]1[CH:10]=[CH:9][C:8]([N:11]2[C:15]([CH2:16][C:17]3[CH:22]=[CH:21][CH:20]=[CH:19][CH:18]=3)=[N:14][C:13]([C:23]([O:25]CC)=[O:24])=[N:12]2)=[CH:7][CH:6]=1)(=[O:4])=[O:3].O. Product: [NH2:1][S:2]([C:5]1[CH:10]=[CH:9][C:8]([N:11]2[C:15]([CH2:16][C:17]3[CH:22]=[CH:21][CH:20]=[CH:19][CH:18]=3)=[N:14][C:13]([C:23]([OH:25])=[O:24])=[N:12]2)=[CH:7][CH:6]=1)(=[O:3])=[O:4]. The catalyst class is: 33. (2) The catalyst class is: 106. Reactant: C([O:5][C:6](=[O:45])[CH2:7][C@H:8]([NH:19][C:20]([C@@H:22]1[CH2:27][CH2:26][CH2:25][N:24]([C:28](=[O:44])[CH2:29][CH2:30][CH:31]2[CH2:36][CH2:35][N:34](C(OC(C)(C)C)=O)[CH2:33][CH2:32]2)[CH2:23]1)=[O:21])[C:9]1[CH:10]=[N:11][CH:12]=[C:13]([O:15][CH2:16][CH2:17][F:18])[CH:14]=1)(C)(C)C. Product: [F:18][CH2:17][CH2:16][O:15][C:13]1[CH:14]=[C:9]([C@@H:8]([NH:19][C:20]([C@@H:22]2[CH2:27][CH2:26][CH2:25][N:24]([C:28](=[O:44])[CH2:29][CH2:30][CH:31]3[CH2:32][CH2:33][NH:34][CH2:35][CH2:36]3)[CH2:23]2)=[O:21])[CH2:7][C:6]([OH:45])=[O:5])[CH:10]=[N:11][CH:12]=1. (3) Reactant: [C:1]([O:4][CH2:5][C:6]1[C:11]([N:12]2[CH2:24][CH2:23][N:15]3[C:16]4[CH2:17][CH2:18][CH2:19][CH2:20][C:21]=4[CH:22]=[C:14]3[C:13]2=[O:25])=[CH:10][C:9]([F:26])=[CH:8][C:7]=1Br)(=[O:3])[CH3:2].[B:28]1([B:28]2[O:32][C:31]([CH3:34])([CH3:33])[C:30]([CH3:36])([CH3:35])[O:29]2)[O:32][C:31]([CH3:34])([CH3:33])[C:30]([CH3:36])([CH3:35])[O:29]1.CC([O-])=O.[K+]. Product: [C:1]([O:4][CH2:5][C:6]1[C:11]([N:12]2[CH2:24][CH2:23][N:15]3[C:16]4[CH2:17][CH2:18][CH2:19][CH2:20][C:21]=4[CH:22]=[C:14]3[C:13]2=[O:25])=[CH:10][C:9]([F:26])=[CH:8][C:7]=1[B:28]1[O:32][C:31]([CH3:34])([CH3:33])[C:30]([CH3:36])([CH3:35])[O:29]1)(=[O:3])[CH3:2]. The catalyst class is: 294. (4) Reactant: Cl.[CH3:2][O:3][C:4]1[CH:5]=[C:6]([CH2:10][CH2:11][CH2:12][NH2:13])[CH:7]=[CH:8][CH:9]=1.[Cl:14][C:15]1[N:20]=[C:19](Cl)[C:18]([Cl:22])=[CH:17][N:16]=1.C(=O)([O-])[O-].[K+].[K+]. Product: [Cl:14][C:15]1[N:20]=[C:19]([NH:13][CH2:12][CH2:11][CH2:10][C:6]2[CH:7]=[CH:8][CH:9]=[C:4]([O:3][CH3:2])[CH:5]=2)[C:18]([Cl:22])=[CH:17][N:16]=1. The catalyst class is: 9. (5) Reactant: C[O:2][C:3](=[O:33])[CH2:4][N:5]1[C:13]2[C:8](=[CH:9][C:10]([F:14])=[CH:11][CH:12]=2)[C:7]([CH2:15][C:16]2[CH:21]=[CH:20][C:19]([S:22]([C:25]3[CH:30]=[CH:29][C:28]([F:31])=[CH:27][CH:26]=3)(=[O:24])=[O:23])=[CH:18][CH:17]=2)=[C:6]1[CH3:32].[OH-].[Na+].Cl. Product: [F:14][C:10]1[CH:9]=[C:8]2[C:13](=[CH:12][CH:11]=1)[N:5]([CH2:4][C:3]([OH:33])=[O:2])[C:6]([CH3:32])=[C:7]2[CH2:15][C:16]1[CH:21]=[CH:20][C:19]([S:22]([C:25]2[CH:26]=[CH:27][C:28]([F:31])=[CH:29][CH:30]=2)(=[O:23])=[O:24])=[CH:18][CH:17]=1. The catalyst class is: 7. (6) Reactant: [Cl:1][C:2]1[CH:9]=[C:8]([CH2:10][CH2:11][N:12]2[CH2:17][CH2:16][NH:15][CH2:14][C:13]2=[O:18])[CH:7]=[CH:6][C:3]=1[C:4]#[N:5].[O:19]=[C:20]1[C:24]2[CH:25]=[CH:26][C:27]([CH2:29][CH:30]=O)=[CH:28][C:23]=2[CH2:22][O:21]1.[BH3-]C#N.[Na+].C(O)(=O)C. Product: [Cl:1][C:2]1[CH:9]=[C:8]([CH2:10][CH2:11][N:12]2[CH2:17][CH2:16][N:15]([CH2:30][CH2:29][C:27]3[CH:26]=[CH:25][C:24]4[C:20](=[O:19])[O:21][CH2:22][C:23]=4[CH:28]=3)[CH2:14][C:13]2=[O:18])[CH:7]=[CH:6][C:3]=1[C:4]#[N:5]. The catalyst class is: 100. (7) Reactant: [OH:1][CH2:2][C:3]1[CH:4]=[C:5]([CH:13]=[CH:14][CH:15]=1)[O:6][CH2:7][C:8]([O:10][CH2:11][CH3:12])=[O:9].C(N(CC)CC)C.[CH3:23][S:24](Cl)(=[O:26])=[O:25].O. Product: [CH3:23][S:24]([O:1][CH2:2][C:3]1[CH:4]=[C:5]([CH:13]=[CH:14][CH:15]=1)[O:6][CH2:7][C:8]([O:10][CH2:11][CH3:12])=[O:9])(=[O:26])=[O:25]. The catalyst class is: 1. (8) Reactant: C[O-].[Na+].[C:4]([O:11][CH3:12])(=[O:10])[CH2:5][C:6]([O:8][CH3:9])=[O:7].Br[CH2:14][CH2:15][CH2:16][CH2:17][CH2:18][CH2:19][O:20][C:21]([C:34]1[CH:39]=[CH:38][CH:37]=[CH:36][CH:35]=1)([C:28]1[CH:33]=[CH:32][CH:31]=[CH:30][CH:29]=1)[C:22]1[CH:27]=[CH:26][CH:25]=[CH:24][CH:23]=1.C(O)(=O)CC(CC(O)=O)(C(O)=O)O. Product: [CH3:9][O:8][C:6]([CH:5]([CH2:14][CH2:15][CH2:16][CH2:17][CH2:18][CH2:19][O:20][C:21]([C:34]1[CH:35]=[CH:36][CH:37]=[CH:38][CH:39]=1)([C:22]1[CH:23]=[CH:24][CH:25]=[CH:26][CH:27]=1)[C:28]1[CH:29]=[CH:30][CH:31]=[CH:32][CH:33]=1)[C:4]([O:11][CH3:12])=[O:10])=[O:7]. The catalyst class is: 5.